Dataset: hERG Central: cardiac toxicity at 1µM, 10µM, and general inhibition. Task: Predict hERG channel inhibition at various concentrations. (1) The molecule is O=c1c(Oc2ccccc2F)coc2cc(OCc3cnn(-c4ccccc4)c3)ccc12. Results: hERG_inhib (hERG inhibition (general)): blocker. (2) The molecule is O=C(COc1ccccc1)NC1CCSC1=O. Results: hERG_inhib (hERG inhibition (general)): blocker. (3) The molecule is CCN(c1ccccc1)S(=O)(=O)c1ccc(C(=O)Nc2ccncc2)cc1. Results: hERG_inhib (hERG inhibition (general)): blocker. (4) The compound is Cn1c(CCN2CCN(c3ccccn3)CC2)nc2cc(NC(=O)COc3ccccc3)ccc21. Results: hERG_inhib (hERG inhibition (general)): blocker. (5) The compound is O=C(NCCc1nc2ccccc2[nH]1)/C(=C/c1ccc(F)cc1)NC(=O)c1ccco1. Results: hERG_inhib (hERG inhibition (general)): blocker.